Dataset: Retrosynthesis with 50K atom-mapped reactions and 10 reaction types from USPTO. Task: Predict the reactants needed to synthesize the given product. (1) Given the product C#CCOc1cc(OCc2ccccc2)ncn1, predict the reactants needed to synthesize it. The reactants are: C#CCO.Clc1cc(OCc2ccccc2)ncn1. (2) Given the product Cc1cn(-c2ccc(C=O)cc2F)cn1, predict the reactants needed to synthesize it. The reactants are: Cc1c[nH]cn1.O=Cc1ccc(F)c(F)c1. (3) The reactants are: NC1CCN(Cc2ccccc2)CC1.O=Cc1c[nH]cn1. Given the product c1ccc(CN2CCC(NCc3c[nH]cn3)CC2)cc1, predict the reactants needed to synthesize it.